The task is: Predict the reactants needed to synthesize the given product.. This data is from Full USPTO retrosynthesis dataset with 1.9M reactions from patents (1976-2016). Given the product [F:49][C:2]1([F:1])[CH2:7][C@H:6]([O:8][C:9]2[CH:14]=[C:13]([F:15])[C:12]([S:16]([NH:19][C:20]3[CH:25]=[CH:24][N:23]=[CH:22][N:21]=3)(=[O:17])=[O:18])=[C:11]([F:37])[CH:10]=2)[C@@H:5]([C:38]2[CH:42]=[N:41][NH:40][CH:39]=2)[CH2:4][CH2:3]1, predict the reactants needed to synthesize it. The reactants are: [F:1][C:2]1([F:49])[CH2:7][C@H:6]([O:8][C:9]2[CH:14]=[C:13]([F:15])[C:12]([S:16]([N:19](CC3C=CC(OC)=CC=3OC)[C:20]3[CH:25]=[CH:24][N:23]=[CH:22][N:21]=3)(=[O:18])=[O:17])=[C:11]([F:37])[CH:10]=2)[C@@H:5]([C:38]2[CH:39]=[N:40][N:41](C3CCCCO3)[CH:42]=2)[CH2:4][CH2:3]1.C([SiH](CC)CC)C.FC(F)(F)C(O)=O.ClCCl.